This data is from NCI-60 drug combinations with 297,098 pairs across 59 cell lines. The task is: Regression. Given two drug SMILES strings and cell line genomic features, predict the synergy score measuring deviation from expected non-interaction effect. (1) Synergy scores: CSS=-6.43, Synergy_ZIP=2.59, Synergy_Bliss=-0.805, Synergy_Loewe=-7.11, Synergy_HSA=-6.75. Cell line: SF-268. Drug 1: CN(C)C1=NC(=NC(=N1)N(C)C)N(C)C. Drug 2: C1CNP(=O)(OC1)N(CCCl)CCCl. (2) Drug 1: CCC1=CC2CC(C3=C(CN(C2)C1)C4=CC=CC=C4N3)(C5=C(C=C6C(=C5)C78CCN9C7C(C=CC9)(C(C(C8N6C)(C(=O)OC)O)OC(=O)C)CC)OC)C(=O)OC.C(C(C(=O)O)O)(C(=O)O)O. Drug 2: CCN(CC)CCCC(C)NC1=C2C=C(C=CC2=NC3=C1C=CC(=C3)Cl)OC. Cell line: U251. Synergy scores: CSS=40.6, Synergy_ZIP=-5.20, Synergy_Bliss=-0.980, Synergy_Loewe=-17.2, Synergy_HSA=0.0745. (3) Drug 1: CN(C)C1=NC(=NC(=N1)N(C)C)N(C)C. Drug 2: CC1=C2C(C(=O)C3(C(CC4C(C3C(C(C2(C)C)(CC1OC(=O)C(C(C5=CC=CC=C5)NC(=O)C6=CC=CC=C6)O)O)OC(=O)C7=CC=CC=C7)(CO4)OC(=O)C)O)C)OC(=O)C. Cell line: HL-60(TB). Synergy scores: CSS=-6.30, Synergy_ZIP=-4.77, Synergy_Bliss=-18.1, Synergy_Loewe=-44.6, Synergy_HSA=-20.6. (4) Drug 1: CC1OCC2C(O1)C(C(C(O2)OC3C4COC(=O)C4C(C5=CC6=C(C=C35)OCO6)C7=CC(=C(C(=C7)OC)O)OC)O)O. Drug 2: C1=CN(C=N1)CC(O)(P(=O)(O)O)P(=O)(O)O. Cell line: RXF 393. Synergy scores: CSS=9.43, Synergy_ZIP=-8.54, Synergy_Bliss=-11.9, Synergy_Loewe=-7.49, Synergy_HSA=-7.07. (5) Drug 1: C1=C(C(=O)NC(=O)N1)N(CCCl)CCCl. Drug 2: CC1=C(C(CCC1)(C)C)C=CC(=CC=CC(=CC(=O)O)C)C. Cell line: HCT116. Synergy scores: CSS=25.7, Synergy_ZIP=-1.08, Synergy_Bliss=-1.74, Synergy_Loewe=-3.51, Synergy_HSA=-1.96. (6) Drug 1: CC1=C(C=C(C=C1)NC2=NC=CC(=N2)N(C)C3=CC4=NN(C(=C4C=C3)C)C)S(=O)(=O)N.Cl. Drug 2: CN(C)N=NC1=C(NC=N1)C(=O)N. Cell line: LOX IMVI. Synergy scores: CSS=46.0, Synergy_ZIP=4.27, Synergy_Bliss=3.63, Synergy_Loewe=0.787, Synergy_HSA=6.03.